This data is from Forward reaction prediction with 1.9M reactions from USPTO patents (1976-2016). The task is: Predict the product of the given reaction. (1) Given the reactants [NH2:1][C:2]1[CH:6]=[C:5]([Br:7])[S:4][C:3]=1[C:8]([O:10]C)=[O:9].C[O-].[Na+].CO.Cl, predict the reaction product. The product is: [NH2:1][C:2]1[CH:6]=[C:5]([Br:7])[S:4][C:3]=1[C:8]([OH:10])=[O:9]. (2) Given the reactants [C:1]([O:5][C:6](=[O:32])[NH:7][C:8]1([C:12]2[CH:17]=[CH:16][C:15]([C:18]3[C:23]([C:24]4[CH:29]=[CH:28][CH:27]=[CH:26][CH:25]=4)=[CH:22][C:21]([NH2:30])=[C:20]([OH:31])[N:19]=3)=[CH:14][CH:13]=2)[CH2:11][CH2:10][CH2:9]1)([CH3:4])([CH3:3])[CH3:2].CCN(C(C)C)C(C)C.Cl[CH2:43][C:44](Cl)=[O:45], predict the reaction product. The product is: [C:1]([O:5][C:6](=[O:32])[NH:7][C:8]1([C:12]2[CH:13]=[CH:14][C:15]([C:18]3[C:23]([C:24]4[CH:25]=[CH:26][CH:27]=[CH:28][CH:29]=4)=[CH:22][C:21]4[NH:30][C:44](=[O:45])[CH2:43][O:31][C:20]=4[N:19]=3)=[CH:16][CH:17]=2)[CH2:11][CH2:10][CH2:9]1)([CH3:4])([CH3:2])[CH3:3].